This data is from Reaction yield outcomes from USPTO patents with 853,638 reactions. The task is: Predict the reaction yield, written as a fraction of the theoretical maximum amount of product (1.0 means a 100% yield; for example, 0.34 means a 34% yield). (1) The reactants are [NH2:1][C:2]1[CH:3]=[CH:4][C:5]([S:18]([CH:21]([CH3:23])[CH3:22])(=[O:20])=[O:19])=[C:6]([CH:17]=1)[CH2:7][N:8](C)[C:9](=O)OC(C)(C)C.Cl. The catalyst is C(OCC)(=O)C. The product is [CH:21]([S:18]([C:5]1[CH:4]=[CH:3][C:2]([NH2:1])=[CH:17][C:6]=1[CH2:7][NH:8][CH3:9])(=[O:19])=[O:20])([CH3:23])[CH3:22]. The yield is 1.00. (2) The reactants are F[C:2]1[CH:7]=[C:6]([CH3:8])[CH:5]=[CH:4][C:3]=1[N+:9]([O-:11])=[O:10].[CH3:12][NH2:13].O. The catalyst is C(O)C. The product is [CH3:12][NH:13][C:2]1[CH:7]=[C:6]([CH3:8])[CH:5]=[CH:4][C:3]=1[N+:9]([O-:11])=[O:10]. The yield is 0.880.